From a dataset of Reaction yield outcomes from USPTO patents with 853,638 reactions. Predict the reaction yield, written as a fraction of the theoretical maximum amount of product (1.0 means a 100% yield; for example, 0.34 means a 34% yield). (1) The reactants are [CH3:1][C:2]([CH3:29])=[CH:3][CH2:4][C:5]1[C:6]([OH:28])=[CH:7][C:8]2[O:27][C:15]3[CH:16]=[C:17]([OH:26])[C:18]([OH:25])=[C:19]([CH2:20][CH:21]=[C:22]([CH3:24])[CH3:23])[C:14]=3[C:12](=[O:13])[C:9]=2[C:10]=1[OH:11].[C-:30]#N.[Na+]. The catalyst is CS(C)=O. The product is [CH3:1][C:2]([CH3:29])=[CH:3][CH2:4][C:5]1[C:10]([OH:11])=[C:9]2[C:12]([C:14]3[C:15]([O:27][C:8]2=[CH:7][C:6]=1[OH:28])=[CH:16][C:17]([OH:26])=[C:18]([O:25][CH3:30])[C:19]=3[CH2:20][CH:21]=[C:22]([CH3:23])[CH3:24])=[O:13]. The yield is 0.680. (2) The reactants are [C:1]([C:4]1[S:8][C:7]([C:9]([OH:11])=[O:10])=[CH:6][CH:5]=1)(=[O:3])[CH3:2].OS(O)(=O)=O.[CH2:17](O)[CH3:18]. No catalyst specified. The product is [CH2:17]([O:10][C:9]([C:7]1[S:8][C:4]([C:1](=[O:3])[CH3:2])=[CH:5][CH:6]=1)=[O:11])[CH3:18]. The yield is 0.840. (3) The reactants are [CH2:1]([N:3]([CH:18]1[CH2:23][CH2:22][N:21]([CH3:24])[CH2:20][CH2:19]1)[C:4]1[C:5]([CH3:17])=[C:6]([CH:10]=[C:11]([C:13]([F:16])([F:15])[F:14])[CH:12]=1)[C:7]([OH:9])=O)[CH3:2].Cl.Cl.[NH2:27][CH2:28][C:29]1[C:30](=[O:40])[NH:31][C:32]([CH3:39])=[CH:33][C:34]=1[C:35]([F:38])([F:37])[F:36].C1CN([P+](ON2N=NC3C=CC=CC2=3)(N2CCCC2)N2CCCC2)CC1.F[P-](F)(F)(F)(F)F.CCN(C(C)C)C(C)C. The catalyst is CS(C)=O. The product is [CH2:1]([N:3]([CH:18]1[CH2:19][CH2:20][N:21]([CH3:24])[CH2:22][CH2:23]1)[C:4]1[C:5]([CH3:17])=[C:6]([CH:10]=[C:11]([C:13]([F:15])([F:16])[F:14])[CH:12]=1)[C:7]([NH:27][CH2:28][C:29]1[C:30](=[O:40])[NH:31][C:32]([CH3:39])=[CH:33][C:34]=1[C:35]([F:36])([F:37])[F:38])=[O:9])[CH3:2]. The yield is 0.440. (4) The reactants are [S:1]1[CH:5]=[CH:4][C:3]2[C:6](=O)[CH2:7][CH2:8][C:2]1=2.[N:10]([C:13]1[CH:18]=[CH:17][C:16]([C:19]([F:22])([F:21])[F:20])=[CH:15][CH:14]=1)=[C:11]=S.C[Si](C)(C)[Si](C)(C)C.[Li].O.[NH2:33][NH2:34]. The catalyst is C1COCC1.O.C(O)(=O)C. The product is [S:1]1[CH:5]=[CH:4][C:3]2[C:6]3[NH:33][N:34]=[C:11]([NH:10][C:13]4[CH:18]=[CH:17][C:16]([C:19]([F:22])([F:21])[F:20])=[CH:15][CH:14]=4)[C:7]=3[CH2:8][C:2]1=2. The yield is 0.300.